From a dataset of Catalyst prediction with 721,799 reactions and 888 catalyst types from USPTO. Predict which catalyst facilitates the given reaction. Reactant: [F:1][C:2]1[CH:7]=[C:6](C=O)[CH:5]=[CH:4][C:3]=1[N:10]1[CH2:15][CH2:14][N:13]([C:16]([O:18][C:19]([CH3:22])([CH3:21])[CH3:20])=[O:17])[CH2:12][CH2:11]1.ClC1C=CC=C(C(OO)=[O:31])C=1.C([O-])(O)=O.[Na+]. Product: [F:1][C:2]1[CH:7]=[C:6]([OH:31])[CH:5]=[CH:4][C:3]=1[N:10]1[CH2:15][CH2:14][N:13]([C:16]([O:18][C:19]([CH3:22])([CH3:21])[CH3:20])=[O:17])[CH2:12][CH2:11]1. The catalyst class is: 2.